From a dataset of Reaction yield outcomes from USPTO patents with 853,638 reactions. Predict the reaction yield, written as a fraction of the theoretical maximum amount of product (1.0 means a 100% yield; for example, 0.34 means a 34% yield). The reactants are C(O)(=O)/C=C/C(O)=O.[CH3:9][O:10][C:11]1[CH:12]=[CH:13][C:14]2[CH:20]([C:21]3[CH:26]=[CH:25][CH:24]=[CH:23][CH:22]=3)[CH2:19][CH2:18][N:17]([CH3:27])[CH2:16][C:15]=2[CH:28]=1.P(OP(O)(O)=O)(O)(O)=O.[OH-].[NH4+]. The catalyst is ClCCCl. The product is [CH3:9][O:10][C:11]1[C:28]2[CH:20]([C:21]3[CH:22]=[CH:23][CH:24]=[CH:25][CH:26]=3)[CH2:19][CH2:18][N:17]([CH3:27])[CH2:16][C:15]=2[CH:14]=[CH:13][CH:12]=1.[CH3:9][O:10][C:11]1[CH:12]=[CH:13][C:14]2[CH:20]([C:21]3[CH:22]=[CH:23][CH:24]=[CH:25][CH:26]=3)[CH2:19][CH2:18][N:17]([CH3:27])[CH2:16][C:15]=2[CH:28]=1. The yield is 0.350.